From a dataset of Full USPTO retrosynthesis dataset with 1.9M reactions from patents (1976-2016). Predict the reactants needed to synthesize the given product. The reactants are: [C:1]([O:5][C:6](=[O:28])[CH:7]=[C:8]1[C:12]2=[CH:13][C:14]3[CH:15]=[C:16]([O:20][CH2:21][C:22]4[CH:27]=[CH:26][CH:25]=[CH:24][CH:23]=4)[CH:17]=[CH:18][C:19]=3[N:11]2[CH2:10][CH2:9]1)([CH3:4])([CH3:3])[CH3:2].[H][H]. Given the product [CH2:21]([O:20][C:16]1[CH:17]=[CH:18][C:19]2[N:11]3[CH2:10][CH2:9][CH:8]([CH2:7][C:6]([O:5][C:1]([CH3:4])([CH3:3])[CH3:2])=[O:28])[C:12]3=[CH:13][C:14]=2[CH:15]=1)[C:22]1[CH:23]=[CH:24][CH:25]=[CH:26][CH:27]=1, predict the reactants needed to synthesize it.